From a dataset of Peptide-MHC class II binding affinity with 134,281 pairs from IEDB. Regression. Given a peptide amino acid sequence and an MHC pseudo amino acid sequence, predict their binding affinity value. This is MHC class II binding data. The peptide sequence is VSWEEEAEISGSSAR. The MHC is DRB1_1301 with pseudo-sequence DRB1_1301. The binding affinity (normalized) is 0.